Dataset: Full USPTO retrosynthesis dataset with 1.9M reactions from patents (1976-2016). Task: Predict the reactants needed to synthesize the given product. (1) Given the product [CH2:2]([O:3][C:4]([C:6]1[NH:7][C:8]2[C:13]([CH:14]=1)=[CH:12][C:11]([C:15]([N:46]1[CH2:47][CH2:48][N:43]([CH:40]([CH3:42])[CH3:41])[CH2:44][CH2:45]1)=[O:17])=[CH:10][CH:9]=2)=[O:5])[CH3:1], predict the reactants needed to synthesize it. The reactants are: [CH3:1][CH2:2][O:3][C:4]([C:6]1[NH:7][C:8]2[C:13]([CH:14]=1)=[CH:12][C:11]([C:15]([OH:17])=O)=[CH:10][CH:9]=2)=[O:5].F[B-](F)(F)F.N1(OC(N(C)C)=[N+](C)C)C2C=CC=CC=2N=N1.[CH:40]([N:43]1[CH2:48][CH2:47][NH:46][CH2:45][CH2:44]1)([CH3:42])[CH3:41].C(N(CC)C(C)C)(C)C.C(=O)(O)[O-].[Na+]. (2) Given the product [C:1]([C:4]1[S:8][C:7]([CH3:9])=[N:6][C:5]=1[C:10]([OH:12])=[O:11])(=[O:3])[CH3:2], predict the reactants needed to synthesize it. The reactants are: [C:1]([C:4]1[S:8][C:7]([CH3:9])=[N:6][C:5]=1[C:10]([O:12]CC)=[O:11])(=[O:3])[CH3:2].[OH-].[Na+]. (3) The reactants are: [H-].[Na+].[NH:3]1[CH:7]=[CH:6][N:5]=[CH:4]1.[CH3:8][Si:9]([CH3:16])([CH3:15])[CH2:10][CH2:11][O:12][CH2:13]Cl. Given the product [CH3:8][Si:9]([CH3:16])([CH3:15])[CH2:10][CH2:11][O:12][CH2:13][N:3]1[CH:7]=[CH:6][N:5]=[CH:4]1, predict the reactants needed to synthesize it.